This data is from Full USPTO retrosynthesis dataset with 1.9M reactions from patents (1976-2016). The task is: Predict the reactants needed to synthesize the given product. Given the product [F:1][C:2]1[CH:10]=[CH:9][C:8]([O:11][CH3:12])=[C:7]2[C:3]=1[C:4]([C:13]([NH:17][C@H:18]1[CH2:23][CH2:22][O:21][CH2:20][C@@H:19]1[OH:24])=[O:15])=[CH:5][NH:6]2, predict the reactants needed to synthesize it. The reactants are: [F:1][C:2]1[CH:10]=[CH:9][C:8]([O:11][CH3:12])=[C:7]2[C:3]=1[C:4]([C:13]([OH:15])=O)=[CH:5][NH:6]2.Cl.[NH2:17][C@H:18]1[CH2:23][CH2:22][O:21][CH2:20][C@@H:19]1[OH:24].